Dataset: Catalyst prediction with 721,799 reactions and 888 catalyst types from USPTO. Task: Predict which catalyst facilitates the given reaction. (1) Reactant: Cl[C:2]1[C:11]2=[N:12][N:13](CC3C=CC(OC)=CC=3)[CH:14]=[C:10]2[C:9]2[CH:8]=[C:7]([O:24][CH3:25])[CH:6]=[CH:5][C:4]=2[N:3]=1.[CH3:26][N:27]1[CH:31]=[CH:30][CH:29]=[C:28]1[CH2:32][NH2:33].Cl. The catalyst class is: 71. Product: [CH3:25][O:24][C:7]1[CH:6]=[CH:5][C:4]2[N:3]=[C:2]([NH:33][CH2:32][C:28]3[N:27]([CH3:26])[CH:31]=[CH:30][CH:29]=3)[C:11]3=[N:12][NH:13][CH:14]=[C:10]3[C:9]=2[CH:8]=1. (2) Reactant: [CH3:1][C:2]([CH2:10][CH2:11][CH2:12][CH:13]([CH3:25])[CH2:14][CH2:15][CH2:16][CH:17]([CH3:24])[CH2:18][CH2:19][CH2:20][CH:21]([CH3:23])[CH3:22])=[CH:3][CH2:4][CH2:5][C:6]([O:8][CH3:9])=[O:7].[CH2:26]([OH:35])[C@@H:27]([C@H:29]([C@@H:31](CO)[OH:32])[OH:30])[OH:28].C(=O)([O-])[O-].[K+].[K+]. Product: [CH3:1][C:2]([CH2:10][CH2:11][CH2:12][CH:13]([CH3:25])[CH2:14][CH2:15][CH2:16][CH:17]([CH3:24])[CH2:18][CH2:19][CH2:20][CH:21]([CH3:23])[CH3:22])=[CH:3][CH2:4][CH2:5][C:6]([O:8][CH2:9][C@@H:26]([C@H:27]([C@@H:29]([CH2:31][OH:32])[OH:30])[OH:28])[OH:35])=[O:7]. The catalyst class is: 9. (3) Reactant: O[CH2:2][CH2:3][C:4]1[CH:19]=[CH:18][C:7]([O:8][C:9]2[CH:17]=[CH:16][C:12]([C:13]([NH2:15])=[O:14])=[CH:11][N:10]=2)=[CH:6][CH:5]=1.CCN(CC)CC.CS(Cl)(=O)=O.[NH:32]1[CH2:37][CH2:36][CH2:35][CH2:34][CH2:33]1. Product: [N:32]1([CH2:2][CH2:3][C:4]2[CH:19]=[CH:18][C:7]([O:8][C:9]3[CH:17]=[CH:16][C:12]([C:13]([NH2:15])=[O:14])=[CH:11][N:10]=3)=[CH:6][CH:5]=2)[CH2:37][CH2:36][CH2:35][CH2:34][CH2:33]1. The catalyst class is: 18. (4) Reactant: [CH3:1][O:2][CH2:3][C:4](=[CH2:9])[C:5]([O:7][CH3:8])=[O:6].CO[CH2:12][N:13]([CH2:19][C:20]1[CH:25]=[CH:24][CH:23]=[CH:22][CH:21]=1)[CH2:14][Si](C)(C)C.FC(F)(F)C(O)=O. Product: [CH3:8][O:7][C:5]([C:4]1([CH2:3][O:2][CH3:1])[CH2:9][CH2:12][N:13]([CH2:19][C:20]2[CH:21]=[CH:22][CH:23]=[CH:24][CH:25]=2)[CH2:14]1)=[O:6]. The catalyst class is: 4. (5) Reactant: [NH2:1][CH2:2][CH2:3][N:4]1[C:13]2[C:8](=[N:9][CH:10]=[C:11]([CH2:14][C:15]3[CH:20]=[CH:19][C:18]([F:21])=[CH:17][CH:16]=3)[CH:12]=2)[C:7]([OH:22])=[C:6]([C:23]([NH:25][CH2:26][CH:27]2[CH2:31][CH2:30][CH2:29][O:28]2)=[O:24])[C:5]1=[O:32].C(N(C(C)C)CC)(C)C.[CH3:42][S:43](Cl)(=[O:45])=[O:44]. Product: [F:21][C:18]1[CH:17]=[CH:16][C:15]([CH2:14][C:11]2[CH:12]=[C:13]3[C:8]([C:7]([OH:22])=[C:6]([C:23]([NH:25][CH2:26][CH:27]4[CH2:31][CH2:30][CH2:29][O:28]4)=[O:24])[C:5](=[O:32])[N:4]3[CH2:3][CH2:2][NH:1][S:43]([CH3:42])(=[O:45])=[O:44])=[N:9][CH:10]=2)=[CH:20][CH:19]=1. The catalyst class is: 3. (6) Reactant: [F:1][C:2]1[CH:10]=[C:9]2[C:5]([C:6]([C:12]3[N:13]=[C:14]4[C:20]([C:21](O)=[O:22])=[CH:19][NH:18][C:15]4=[N:16][CH:17]=3)=[N:7][N:8]2[CH3:11])=[CH:4][CH:3]=1.CN(C(ON1N=[N:39][C:34]2[CH:35]=[CH:36][CH:37]=N[C:33]1=2)=[N+](C)C)C.F[P-](F)(F)(F)(F)F.CCN(C(C)C)C(C)C.CC1(N)CCC1. Product: [F:1][C:2]1[CH:10]=[C:9]2[C:5]([C:6]([C:12]3[N:13]=[C:14]4[C:20]([C:21]([NH:39][C:34]5([CH3:33])[CH2:37][CH2:36][CH2:35]5)=[O:22])=[CH:19][NH:18][C:15]4=[N:16][CH:17]=3)=[N:7][N:8]2[CH3:11])=[CH:4][CH:3]=1. The catalyst class is: 3.